Dataset: NCI-60 drug combinations with 297,098 pairs across 59 cell lines. Task: Regression. Given two drug SMILES strings and cell line genomic features, predict the synergy score measuring deviation from expected non-interaction effect. (1) Drug 1: C1=CC(=C2C(=C1NCCNCCO)C(=O)C3=C(C=CC(=C3C2=O)O)O)NCCNCCO. Drug 2: C(CN)CNCCSP(=O)(O)O. Cell line: SNB-19. Synergy scores: CSS=47.2, Synergy_ZIP=7.53, Synergy_Bliss=9.87, Synergy_Loewe=-34.1, Synergy_HSA=5.42. (2) Drug 1: C1C(C(OC1N2C=NC3=C(N=C(N=C32)Cl)N)CO)O. Drug 2: COC1=C2C(=CC3=C1OC=C3)C=CC(=O)O2. Cell line: NCI-H322M. Synergy scores: CSS=-2.41, Synergy_ZIP=1.47, Synergy_Bliss=-1.01, Synergy_Loewe=-0.727, Synergy_HSA=-4.64. (3) Drug 1: CN1CCC(CC1)COC2=C(C=C3C(=C2)N=CN=C3NC4=C(C=C(C=C4)Br)F)OC. Drug 2: COCCOC1=C(C=C2C(=C1)C(=NC=N2)NC3=CC=CC(=C3)C#C)OCCOC.Cl. Cell line: CAKI-1. Synergy scores: CSS=50.1, Synergy_ZIP=-0.0398, Synergy_Bliss=1.73, Synergy_Loewe=6.12, Synergy_HSA=6.77. (4) Cell line: CCRF-CEM. Synergy scores: CSS=2.73, Synergy_ZIP=-1.02, Synergy_Bliss=-0.854, Synergy_Loewe=1.10, Synergy_HSA=-0.0392. Drug 2: CN(C(=O)NC(C=O)C(C(C(CO)O)O)O)N=O. Drug 1: CN1C2=C(C=C(C=C2)N(CCCl)CCCl)N=C1CCCC(=O)O.Cl. (5) Drug 1: CC12CCC3C(C1CCC2O)C(CC4=C3C=CC(=C4)O)CCCCCCCCCS(=O)CCCC(C(F)(F)F)(F)F. Drug 2: COC1=NC(=NC2=C1N=CN2C3C(C(C(O3)CO)O)O)N. Cell line: RPMI-8226. Synergy scores: CSS=-13.9, Synergy_ZIP=6.84, Synergy_Bliss=6.03, Synergy_Loewe=-13.0, Synergy_HSA=-12.2.